Dataset: Forward reaction prediction with 1.9M reactions from USPTO patents (1976-2016). Task: Predict the product of the given reaction. (1) Given the reactants [CH:1]([O:4][C:5]1[CH:13]=[CH:12][C:8]([C:9]([OH:11])=O)=[CH:7][C:6]=1[CH2:14][O:15][CH3:16])([CH3:3])[CH3:2].[NH2:17][C:18](=[N:36]O)[C:19]1[CH:20]=[C:21]([CH:33]=[CH:34][CH:35]=1)[CH2:22][N:23]([CH2:25][C:26]([O:28][C:29]([CH3:32])([CH3:31])[CH3:30])=[O:27])[CH3:24], predict the reaction product. The product is: [CH:1]([O:4][C:5]1[CH:13]=[CH:12][C:8]([C:9]2[O:11][N:36]=[C:18]([C:19]3[CH:20]=[C:21]([CH:33]=[CH:34][CH:35]=3)[CH2:22][N:23]([CH3:24])[CH2:25][C:26]([O:28][C:29]([CH3:30])([CH3:32])[CH3:31])=[O:27])[N:17]=2)=[CH:7][C:6]=1[CH2:14][O:15][CH3:16])([CH3:2])[CH3:3]. (2) Given the reactants [CH2:1]([O:8][C:9]([N:11]([CH2:32][C:33]([N:35]1[CH2:39][C@@H:38]([F:40])[CH2:37][C@H:36]1[C:41]#[N:42])=[O:34])[C:12]12[CH2:19][CH2:18][C:15]([C:20](ON3C4C=CC=CC=4N=N3)=[O:21])([CH2:16][CH2:17]1)[CH2:14][CH2:13]2)=[O:10])[C:2]1[CH:7]=[CH:6][CH:5]=[CH:4][CH:3]=1.[CH2:43]([NH2:46])[CH2:44][CH3:45], predict the reaction product. The product is: [CH2:1]([O:8][C:9]([N:11]([CH2:32][C:33]([N:35]1[CH2:39][C@@H:38]([F:40])[CH2:37][C@H:36]1[C:41]#[N:42])=[O:34])[C:12]12[CH2:13][CH2:14][C:15]([C:20]([NH:46][CH2:43][CH2:44][CH3:45])=[O:21])([CH2:18][CH2:19]1)[CH2:16][CH2:17]2)=[O:10])[C:2]1[CH:7]=[CH:6][CH:5]=[CH:4][CH:3]=1.